From a dataset of Reaction yield outcomes from USPTO patents with 853,638 reactions. Predict the reaction yield, written as a fraction of the theoretical maximum amount of product (1.0 means a 100% yield; for example, 0.34 means a 34% yield). (1) The reactants are Br[C:2]1[CH:3]=[CH:4][C:5]([F:10])=[C:6]([CH:9]=1)[C:7]#[N:8].[S:11]1[CH:15]=[CH:14][C:13](B(O)O)=[CH:12]1.C(=O)([O-])[O-].[Na+].[Na+]. The yield is 0.900. The catalyst is C(COC)OC.O.C(OCC)(=O)C.O.[Cl-].[Na+].O.C1C=CC([P]([Pd]([P](C2C=CC=CC=2)(C2C=CC=CC=2)C2C=CC=CC=2)([P](C2C=CC=CC=2)(C2C=CC=CC=2)C2C=CC=CC=2)[P](C2C=CC=CC=2)(C2C=CC=CC=2)C2C=CC=CC=2)(C2C=CC=CC=2)C2C=CC=CC=2)=CC=1. The product is [F:10][C:5]1[CH:4]=[CH:3][C:2]([C:13]2[CH:14]=[CH:15][S:11][CH:12]=2)=[CH:9][C:6]=1[C:7]#[N:8]. (2) The reactants are [NH2:1][C:2]1[CH:3]=[N:4][N:5]([CH3:20])[C:6]=1[N:7]1[CH2:11][CH2:10][C@@H:9]([NH:12]C(=O)OC(C)(C)C)[CH2:8]1.C(OC([NH:28][C:29]1[S:33][C:32]([C:34]2[C:39]([F:40])=[CH:38][CH:37]=[CH:36][C:35]=2[F:41])=[N:31][C:30]=1[C:42](O)=[O:43])=O)(C)(C)C.CN(C(ON1N=NC2C=CC=NC1=2)=[N+](C)C)C.F[P-](F)(F)(F)(F)F. No catalyst specified. The product is [NH2:28][C:29]1[S:33][C:32]([C:34]2[C:39]([F:40])=[CH:38][CH:37]=[CH:36][C:35]=2[F:41])=[N:31][C:30]=1[C:42]([NH:1][C:2]1[CH:3]=[N:4][N:5]([CH3:20])[C:6]=1[N:7]1[CH2:11][CH2:10][C@@H:9]([NH2:12])[CH2:8]1)=[O:43]. The yield is 0.320. (3) The reactants are CS(O[CH2:6][CH2:7][NH:8][C:9]1[N:14]=[C:13]([O:15][CH3:16])[C:12]([NH:17][C:18]([C:20]2[O:21][C:22]([O:25][C:26]3[CH:31]=[C:30]([Si:32]([CH3:35])([CH3:34])[CH3:33])[CH:29]=[CH:28][C:27]=3[CH3:36])=[CH:23][CH:24]=2)=[O:19])=[C:11]([O:37][CH3:38])[N:10]=1)(=O)=O.[CH2:39]([NH2:46])[C:40]1[CH:45]=[CH:44][CH:43]=[CH:42][CH:41]=1. The catalyst is C1COCC1. The product is [CH2:39]([NH:46][CH2:6][CH2:7][NH:8][C:9]1[N:10]=[C:11]([O:37][CH3:38])[C:12]([NH:17][C:18]([C:20]2[O:21][C:22]([O:25][C:26]3[CH:31]=[C:30]([Si:32]([CH3:34])([CH3:33])[CH3:35])[CH:29]=[CH:28][C:27]=3[CH3:36])=[CH:23][CH:24]=2)=[O:19])=[C:13]([O:15][CH3:16])[N:14]=1)[C:40]1[CH:45]=[CH:44][CH:43]=[CH:42][CH:41]=1. The yield is 0.280. (4) The reactants are [CH3:1][O:2][C:3](=[O:45])[C:4]1[CH:9]=[CH:8][C:7]([O:10][CH:11]([C:39]2[CH:44]=[CH:43][CH:42]=[CH:41][CH:40]=2)[CH2:12][O:13][C:14]2[CH:19]=[CH:18][C:17]([C:20]([O:29]CC3C=CC(OC)=CC=3)([C:25]([F:28])([F:27])[F:26])[C:21]([F:24])([F:23])[F:22])=[CH:16][CH:15]=2)=[CH:6][CH:5]=1.C(#N)C.O.OS([O-])(=O)=O.[K+]. The catalyst is CCOC(C)=O. The product is [CH3:1][O:2][C:3](=[O:45])[C:4]1[CH:9]=[CH:8][C:7]([O:10][CH:11]([C:39]2[CH:40]=[CH:41][CH:42]=[CH:43][CH:44]=2)[CH2:12][O:13][C:14]2[CH:19]=[CH:18][C:17]([C:20]([OH:29])([C:21]([F:22])([F:23])[F:24])[C:25]([F:27])([F:28])[F:26])=[CH:16][CH:15]=2)=[CH:6][CH:5]=1. The yield is 0.480. (5) The reactants are [Si]([O:8][CH2:9][C:10]([C:13]1[CH:34]=[CH:33][C:16]([C:17]([NH:19][C:20]2[N:25]=[CH:24][C:23]3[C:26]([Cl:32])=[CH:27][N:28]([CH:29]4[CH2:31][CH2:30]4)[C:22]=3[CH:21]=2)=[O:18])=[CH:15][CH:14]=1)([CH3:12])[CH3:11])(C(C)(C)C)(C)C.CCCC[N+](CCCC)(CCCC)CCCC.[F-].[NH4+].[Cl-]. The catalyst is C1COCC1. The product is [Cl:32][C:26]1[C:23]2[CH:24]=[N:25][C:20]([NH:19][C:17](=[O:18])[C:16]3[CH:15]=[CH:14][C:13]([C:10]([CH3:12])([CH3:11])[CH2:9][OH:8])=[CH:34][CH:33]=3)=[CH:21][C:22]=2[N:28]([CH:29]2[CH2:31][CH2:30]2)[CH:27]=1. The yield is 0.840. (6) The reactants are C([O:8][C:9]1[CH:10]=[N:11][C:12]([NH:15][C:16](=[O:22])[CH2:17][CH2:18][CH2:19][CH2:20][CH3:21])=[N:13][CH:14]=1)C1C=CC=CC=1. The catalyst is CO.[Pd]. The product is [OH:8][C:9]1[CH:10]=[N:11][C:12]([NH:15][C:16](=[O:22])[CH2:17][CH2:18][CH2:19][CH2:20][CH3:21])=[N:13][CH:14]=1. The yield is 0.460. (7) The product is [C:1]([O:4][C:5]1[CH:13]=[CH:12][C:11]([Cl:14])=[CH:10][C:6]=1[C:7]([NH:15][C:16]1[CH:24]=[CH:23][CH:22]=[C:18]([C:19](=[O:20])[NH2:21])[CH:17]=1)=[O:9])(=[O:3])[CH3:2]. The yield is 0.158. No catalyst specified. The reactants are [C:1]([O:4][C:5]1[CH:13]=[CH:12][C:11]([Cl:14])=[CH:10][C:6]=1[C:7]([OH:9])=O)(=[O:3])[CH3:2].[NH2:15][C:16]1[CH:17]=[C:18]([CH:22]=[CH:23][CH:24]=1)[C:19]([NH2:21])=[O:20]. (8) The reactants are [Cl:1][C:2]1[C:7]([CH2:8][N:9]2[CH2:14][CH2:13][O:12][CH2:11][CH2:10]2)=[CH:6][C:5]([C:15]#[N:16])=[CH:4][C:3]=1[NH:17]C(=O)OC(C)(C)C. The catalyst is C(Cl)Cl.C(O)(C(F)(F)F)=O. The product is [NH2:17][C:3]1[CH:4]=[C:5]([CH:6]=[C:7]([CH2:8][N:9]2[CH2:10][CH2:11][O:12][CH2:13][CH2:14]2)[C:2]=1[Cl:1])[C:15]#[N:16]. The yield is 1.00.